Dataset: Forward reaction prediction with 1.9M reactions from USPTO patents (1976-2016). Task: Predict the product of the given reaction. (1) Given the reactants [CH3:1][O:2][C:3]1[CH:18]=[CH:17][C:6]([CH2:7][CH:8]([C:13]([O:15]C)=[O:14])[C:9](OC)=[O:10])=[C:5]([N+:19]([O-])=O)[CH:4]=1.[H][H], predict the reaction product. The product is: [CH3:1][O:2][C:3]1[CH:4]=[C:5]2[C:6]([CH2:7][CH:8]([C:13]([OH:15])=[O:14])[C:9](=[O:10])[NH:19]2)=[CH:17][CH:18]=1. (2) Given the reactants [CH2:1]([O:3][CH:4]([CH2:10][C:11]1[CH:16]=[CH:15][CH:14]=[C:13]([CH2:17][CH2:18][OH:19])[CH:12]=1)[C:5]([O:7]CC)=[O:6])[CH3:2].[Cl:20][C:21]1[CH:26]=[C:25]([Cl:27])[CH:24]=[CH:23][C:22]=1[N:28]=[C:29]=[O:30], predict the reaction product. The product is: [Cl:20][C:21]1[CH:26]=[C:25]([Cl:27])[CH:24]=[CH:23][C:22]=1[NH:28][C:29]([O:19][CH2:18][CH2:17][C:13]1[CH:12]=[C:11]([CH2:10][CH:4]([O:3][CH2:1][CH3:2])[C:5]([OH:7])=[O:6])[CH:16]=[CH:15][CH:14]=1)=[O:30]. (3) Given the reactants [CH3:1][NH:2][C:3]1[N:8]=[C:7]([C:9]2[CH:14]=[CH:13][CH:12]=[CH:11][CH:10]=2)[CH:6]=[CH:5][N:4]=1.Cl[C:16]1[CH:21]=[CH:20][N:19]=[C:18]([S:22][CH3:23])[N:17]=1.CC(C)([O-])C.[Na+].C1C=CC(P(C2C(C3C(P(C4C=CC=CC=4)C4C=CC=CC=4)=CC=C4C=3C=CC=C4)=C3C(C=CC=C3)=CC=2)C2C=CC=CC=2)=CC=1, predict the reaction product. The product is: [CH3:1][N:2]([C:3]1[N:8]=[C:7]([C:9]2[CH:10]=[CH:11][CH:12]=[CH:13][CH:14]=2)[CH:6]=[CH:5][N:4]=1)[C:16]1[CH:21]=[CH:20][N:19]=[C:18]([S:22][CH3:23])[N:17]=1. (4) Given the reactants FC(F)(F)C(O)=O.[NH2:8][CH2:9][CH2:10][CH2:11][O:12][C:13]1[C:18]2[CH:19]=[C:20]([Cl:23])[CH:21]=[CH:22][C:17]=2[O:16][C:15](=[O:24])[CH:14]=1.CCN(C(C)C)C(C)C.[CH3:34][S:35](Cl)(=[O:37])=[O:36], predict the reaction product. The product is: [Cl:23][C:20]1[CH:21]=[CH:22][C:17]2[O:16][C:15](=[O:24])[CH:14]=[C:13]([O:12][CH2:11][CH2:10][CH2:9][NH:8][S:35]([CH3:34])(=[O:37])=[O:36])[C:18]=2[CH:19]=1. (5) Given the reactants [OH-:1].[Na+].C[O:4][C:5](=[O:51])[C@H:6]([O:20][C:21]1[C:26]([Br:27])=[CH:25][C:24]([C:28]2[CH:33]=[CH:32][C:31]([C:34]3[C:35]4[CH:49]=[CH:48][CH:47]=[CH:46][C:36]=4[S:37][C:38]=3[CH2:39][C:40]3[CH:45]=[CH:44][CH:43]=[CH:42][CH:41]=3)=[CH:30][CH:29]=2)=[CH:23][C:22]=1[Br:50])[CH2:7][CH2:8][N:9]1[C:17](=[O:18])[C:16]2[C:11](=[CH:12][CH:13]=[CH:14][CH:15]=2)[C:10]1=[O:19].CO.Cl, predict the reaction product. The product is: [CH2:39]([C:38]1[S:37][C:36]2[CH:46]=[CH:47][CH:48]=[CH:49][C:35]=2[C:34]=1[C:31]1[CH:32]=[CH:33][C:28]([C:24]2[CH:23]=[C:22]([Br:50])[C:21]([O:20][C@@H:6]([C:5]([OH:4])=[O:51])[CH2:7][CH2:8][NH:9][C:10](=[O:19])[C:11]3[C:16](=[CH:15][CH:14]=[CH:13][CH:12]=3)[C:17]([OH:1])=[O:18])=[C:26]([Br:27])[CH:25]=2)=[CH:29][CH:30]=1)[C:40]1[CH:41]=[CH:42][CH:43]=[CH:44][CH:45]=1. (6) Given the reactants [CH3:1][O:2][C:3]([C:5]1[CH:6]=[C:7]([CH2:11][N:12]2[CH2:17][CH2:16][N:15](C(OC(C)(C)C)=O)[CH2:14][CH2:13]2)[CH:8]=[N:9][CH:10]=1)=[O:4].FC(F)(F)C(O)=O, predict the reaction product. The product is: [N:12]1([CH2:11][C:7]2[CH:8]=[N:9][CH:10]=[C:5]([CH:6]=2)[C:3]([O:2][CH3:1])=[O:4])[CH2:17][CH2:16][NH:15][CH2:14][CH2:13]1. (7) Given the reactants [Cl:1][C:2]1[CH:7]=[CH:6][C:5]([S:8]([CH:11]([C:19]2[CH:24]=[C:23]([F:25])[CH:22]=[CH:21][C:20]=2[F:26])[C:12]2[CH:17]=[CH:16][C:15]([CH3:18])=[CH:14][N:13]=2)(=[O:10])=[O:9])=[CH:4][CH:3]=1.[H-].[Na+].[CH3:29]I.O, predict the reaction product. The product is: [Cl:1][C:2]1[CH:7]=[CH:6][C:5]([S:8]([C:11]([C:12]2[CH:17]=[CH:16][C:15]([CH3:18])=[CH:14][N:13]=2)([C:19]2[CH:24]=[C:23]([F:25])[CH:22]=[CH:21][C:20]=2[F:26])[CH3:29])(=[O:9])=[O:10])=[CH:4][CH:3]=1.